Predict the product of the given reaction. From a dataset of Forward reaction prediction with 1.9M reactions from USPTO patents (1976-2016). (1) Given the reactants [CH2:1]([O:8][NH:9][C:10](=[O:32])[CH2:11][C@H:12]([C:22]1[O:23][C:24]([CH3:31])=[C:25]([C:27]([O:29]C)=O)[N:26]=1)[CH2:13][CH2:14][CH2:15][CH:16]1[CH2:21][CH2:20][CH2:19][CH2:18][CH2:17]1)[C:2]1[CH:7]=[CH:6][CH:5]=[CH:4][CH:3]=1.O.ON1C2C=CC=CC=2N=N1.[CH3:44][N:45]1CCOC[CH2:46]1.Cl.CN(C)CCCN=C=NCC.Cl.CNC, predict the reaction product. The product is: [NH3:9].[CH2:1]([O:8][NH:9][C:10](=[O:32])[CH2:11][C@H:12]([C:22]1[O:23][C:24]([CH3:31])=[C:25]([C:27]([N:45]([CH3:46])[CH3:44])=[O:29])[N:26]=1)[CH2:13][CH2:14][CH2:15][CH:16]1[CH2:21][CH2:20][CH2:19][CH2:18][CH2:17]1)[C:2]1[CH:7]=[CH:6][CH:5]=[CH:4][CH:3]=1. (2) Given the reactants Br[C:2]1[CH:11]=[CH:10][C:5]([C:6]([O:8][CH3:9])=[O:7])=[CH:4][C:3]=1[CH2:12][O:13][CH3:14].[F:15][C:16]1[C:17]([CH3:34])=[C:18](C2C=CC(C(O)=O)=CC=2COC)[CH:19]=[CH:20][CH:21]=1.FC1C(C)=C(B(O)O)C=CC=1.[F-].[Cs+], predict the reaction product. The product is: [F:15][C:16]1[C:17]([CH3:34])=[C:18]([C:2]2[CH:11]=[CH:10][C:5]([C:6]([O:8][CH3:9])=[O:7])=[CH:4][C:3]=2[CH2:12][O:13][CH3:14])[CH:19]=[CH:20][CH:21]=1. (3) Given the reactants C([Si]1(C(C)(C)C)[O:10][C@H:9]2[C@H:11]([O:14][C:15]3[N:19](COCC[Si](C)(C)C)[C:18]4[CH:28]=[C:29]([Cl:44])[C:30]([C:32]5[CH:37]=[CH:36][C:35]([C:38]6[CH:43]=[CH:42][CH:41]=[CH:40][CH:39]=6)=[CH:34][CH:33]=5)=[CH:31][C:17]=4[N:16]=3)[CH2:12][O:13][C@@H:8]2[CH2:7][O:6]1)(C)(C)C.C(Cl)Cl.CCCC[N+](CCCC)(CCCC)CCCC.[F-].C1COCC1, predict the reaction product. The product is: [Cl:44][C:29]1[C:30]([C:32]2[CH:33]=[CH:34][C:35]([C:38]3[CH:39]=[CH:40][CH:41]=[CH:42][CH:43]=3)=[CH:36][CH:37]=2)=[CH:31][C:17]2[N:16]=[C:15]([O:14][C@@H:11]3[CH2:12][O:13][C@H:8]([CH2:7][OH:6])[C@H:9]3[OH:10])[NH:19][C:18]=2[CH:28]=1. (4) Given the reactants [C:1]([O:5][C:6]([N:8]1[CH2:12][CH2:11][CH2:10][C@:9]1([CH2:16][C:17]1[CH:22]=[CH:21][CH:20]=[C:19]([F:23])[CH:18]=1)[C:13]([OH:15])=O)=[O:7])([CH3:4])([CH3:3])[CH3:2].Cl.[CH:25]1([N:29]2[CH2:35][CH2:34][CH2:33][NH:32][CH2:31][CH2:30]2)[CH2:28][CH2:27][CH2:26]1.C1C=CC2N(O)N=NC=2C=1.C(Cl)CCl.CN1CCOCC1, predict the reaction product. The product is: [C:1]([O:5][C:6]([N:8]1[CH2:12][CH2:11][CH2:10][C@@:9]1([C:13]([N:32]1[CH2:33][CH2:34][CH2:35][N:29]([CH:25]2[CH2:26][CH2:27][CH2:28]2)[CH2:30][CH2:31]1)=[O:15])[CH2:16][C:17]1[CH:22]=[CH:21][CH:20]=[C:19]([F:23])[CH:18]=1)=[O:7])([CH3:3])([CH3:2])[CH3:4]. (5) Given the reactants [C:1]([C:4]1[CH:5]([C:22]2[CH:29]=[CH:28][C:25]([C:26]#[N:27])=[CH:24][CH:23]=2)[NH:6][C:7](=[S:21])[N:8]([C:11]2[CH:16]=[CH:15][CH:14]=[C:13]([C:17]([F:20])([F:19])[F:18])[CH:12]=2)[C:9]=1[CH3:10])(=[O:3])[CH3:2].IC.[C:32](=O)([O-])[O-].[K+].[K+], predict the reaction product. The product is: [C:1]([C:4]1[CH:5]([C:22]2[CH:23]=[CH:24][C:25]([C:26]#[N:27])=[CH:28][CH:29]=2)[N:6]=[C:7]([S:21][CH3:32])[N:8]([C:11]2[CH:16]=[CH:15][CH:14]=[C:13]([C:17]([F:19])([F:18])[F:20])[CH:12]=2)[C:9]=1[CH3:10])(=[O:3])[CH3:2]. (6) Given the reactants [F:1][C:2]1[CH:7]=[CH:6][C:5]([NH:8][C:9]([C:11]2([C:14]([NH:16][C:17]3[CH:48]=[CH:47][C:20]([O:21][C:22]4[CH:27]=[CH:26][N:25]=[C:24]([N:28]([C:38]([O:40]C5C=CC=CC=5)=O)C(=O)OC5C=CC=CC=5)[CH:23]=4)=[CH:19][CH:18]=3)=[O:15])[CH2:13][CH2:12]2)=[O:10])=[CH:4][CH:3]=1.Cl.Cl.Cl.[CH3:52][N:53]([CH3:64])[CH:54]1[CH2:57][N:56]([CH:58]2[CH2:63][CH2:62][NH:61][CH2:60][CH2:59]2)[CH2:55]1.C(N(CC)CC)C.O, predict the reaction product. The product is: [CH3:52][N:53]([CH3:64])[CH:54]1[CH2:55][N:56]([CH:58]2[CH2:63][CH2:62][N:61]([C:38]([NH:28][C:24]3[CH:23]=[C:22]([O:21][C:20]4[CH:19]=[CH:18][C:17]([NH:16][C:14]([C:11]5([C:9]([NH:8][C:5]6[CH:6]=[CH:7][C:2]([F:1])=[CH:3][CH:4]=6)=[O:10])[CH2:13][CH2:12]5)=[O:15])=[CH:48][CH:47]=4)[CH:27]=[CH:26][N:25]=3)=[O:40])[CH2:60][CH2:59]2)[CH2:57]1. (7) Given the reactants [CH3:1][C:2](OC(C)=O)=[O:3].[CH2:8]1[O:17][C:16]2[CH:15]=[CH:14][C:12]([NH2:13])=[CH:11][C:10]=2[O:9]1.CO, predict the reaction product. The product is: [O:17]1[C:16]2[CH:15]=[CH:14][C:12]([NH:13][C:2](=[O:3])[CH3:1])=[CH:11][C:10]=2[O:9][CH2:8]1. (8) Given the reactants Cl.[CH3:2][C:3]([CH3:48])([CH2:46][CH3:47])[CH2:4][C:5]1[N:6]=[C:7]([CH2:29][CH:30]([C:33]2[CH:38]=[CH:37][C:36]([C:39]3[CH:44]=[CH:43][C:42]([F:45])=[CH:41][N:40]=3)=[CH:35][CH:34]=2)[NH:31][CH3:32])[N:8](C(C2C=CC=CC=2)(C2C=CC=CC=2)C2C=CC=CC=2)[CH:9]=1, predict the reaction product. The product is: [CH3:2][C:3]([CH3:48])([CH2:46][CH3:47])[CH2:4][C:5]1[N:6]=[C:7]([CH2:29][CH:30]([C:33]2[CH:38]=[CH:37][C:36]([C:39]3[CH:44]=[CH:43][C:42]([F:45])=[CH:41][N:40]=3)=[CH:35][CH:34]=2)[NH:31][CH3:32])[NH:8][CH:9]=1.